From a dataset of Reaction yield outcomes from USPTO patents with 853,638 reactions. Predict the reaction yield, written as a fraction of the theoretical maximum amount of product (1.0 means a 100% yield; for example, 0.34 means a 34% yield). The reactants are [C:9](O[C:9]([O:11][C:12]([CH3:15])([CH3:14])[CH3:13])=[O:10])([O:11][C:12]([CH3:15])([CH3:14])[CH3:13])=[O:10].[NH2:16][C:17]1[CH:22]=[CH:21][C:20]([CH2:23][CH2:24][CH2:25][C:26]([OH:28])=[O:27])=[CH:19][CH:18]=1.[OH-].[Na+]. The catalyst is C(O)(C)(C)C.O. The product is [C:12]([O:11][C:9]([NH:16][C:17]1[CH:18]=[CH:19][C:20]([CH2:23][CH2:24][CH2:25][C:26]([OH:28])=[O:27])=[CH:21][CH:22]=1)=[O:10])([CH3:13])([CH3:14])[CH3:15]. The yield is 0.940.